From a dataset of NCI-60 drug combinations with 297,098 pairs across 59 cell lines. Regression. Given two drug SMILES strings and cell line genomic features, predict the synergy score measuring deviation from expected non-interaction effect. (1) Synergy scores: CSS=6.29, Synergy_ZIP=-3.50, Synergy_Bliss=-1.05, Synergy_Loewe=-15.3, Synergy_HSA=-3.13. Cell line: SNB-75. Drug 2: CN1C(=O)N2C=NC(=C2N=N1)C(=O)N. Drug 1: C1=NC2=C(N1)C(=S)N=C(N2)N. (2) Drug 1: C1=CC(=CC=C1CCC2=CNC3=C2C(=O)NC(=N3)N)C(=O)NC(CCC(=O)O)C(=O)O. Drug 2: CC1=CC2C(CCC3(C2CCC3(C(=O)C)OC(=O)C)C)C4(C1=CC(=O)CC4)C. Cell line: CCRF-CEM. Synergy scores: CSS=49.8, Synergy_ZIP=1.77, Synergy_Bliss=-0.798, Synergy_Loewe=-24.6, Synergy_HSA=-0.0970. (3) Drug 1: C1CCN(CC1)CCOC2=CC=C(C=C2)C(=O)C3=C(SC4=C3C=CC(=C4)O)C5=CC=C(C=C5)O. Drug 2: C1=NC2=C(N=C(N=C2N1C3C(C(C(O3)CO)O)O)F)N. Cell line: SNB-75. Synergy scores: CSS=-3.23, Synergy_ZIP=7.62, Synergy_Bliss=-1.39, Synergy_Loewe=-7.37, Synergy_HSA=-5.07. (4) Drug 1: CC1=CC2C(CCC3(C2CCC3(C(=O)C)OC(=O)C)C)C4(C1=CC(=O)CC4)C. Drug 2: CN1C(=O)N2C=NC(=C2N=N1)C(=O)N. Cell line: SK-MEL-28. Synergy scores: CSS=-7.02, Synergy_ZIP=4.36, Synergy_Bliss=2.37, Synergy_Loewe=-3.00, Synergy_HSA=-2.44. (5) Drug 1: CC1=C(C=C(C=C1)C(=O)NC2=CC(=CC(=C2)C(F)(F)F)N3C=C(N=C3)C)NC4=NC=CC(=N4)C5=CN=CC=C5. Cell line: PC-3. Synergy scores: CSS=9.61, Synergy_ZIP=-0.345, Synergy_Bliss=3.60, Synergy_Loewe=-17.2, Synergy_HSA=-2.52. Drug 2: CC1=C(C(=CC=C1)Cl)NC(=O)C2=CN=C(S2)NC3=CC(=NC(=N3)C)N4CCN(CC4)CCO. (6) Drug 1: CC1=C(C(CCC1)(C)C)C=CC(=CC=CC(=CC(=O)O)C)C. Drug 2: C1=NC(=NC(=O)N1C2C(C(C(O2)CO)O)O)N. Cell line: 786-0. Synergy scores: CSS=7.49, Synergy_ZIP=-4.42, Synergy_Bliss=1.20, Synergy_Loewe=-19.2, Synergy_HSA=-4.26. (7) Drug 1: CC1=C2C(C(=O)C3(C(CC4C(C3C(C(C2(C)C)(CC1OC(=O)C(C(C5=CC=CC=C5)NC(=O)OC(C)(C)C)O)O)OC(=O)C6=CC=CC=C6)(CO4)OC(=O)C)O)C)O. Drug 2: C1C(C(OC1N2C=NC3=C2NC=NCC3O)CO)O. Cell line: SK-OV-3. Synergy scores: CSS=0.405, Synergy_ZIP=-5.11, Synergy_Bliss=-10.4, Synergy_Loewe=-22.3, Synergy_HSA=-11.5. (8) Drug 1: CCC1(CC2CC(C3=C(CCN(C2)C1)C4=CC=CC=C4N3)(C5=C(C=C6C(=C5)C78CCN9C7C(C=CC9)(C(C(C8N6C)(C(=O)OC)O)OC(=O)C)CC)OC)C(=O)OC)O.OS(=O)(=O)O. Drug 2: C1=CC=C(C=C1)NC(=O)CCCCCCC(=O)NO. Cell line: SK-MEL-5. Synergy scores: CSS=35.1, Synergy_ZIP=-5.04, Synergy_Bliss=5.13, Synergy_Loewe=2.85, Synergy_HSA=3.03.